This data is from Full USPTO retrosynthesis dataset with 1.9M reactions from patents (1976-2016). The task is: Predict the reactants needed to synthesize the given product. The reactants are: [Cl:1][C:2]1[N:3]=[C:4]([N:12]2[CH2:17][CH2:16][O:15][CH2:14][CH2:13]2)[C:5]2[S:10][C:9](I)=[CH:8][C:6]=2[N:7]=1.[CH3:18][O:19][C:20]1[CH:21]=[C:22](B(O)O)[CH:23]=[CH:24][CH:25]=1. Given the product [Cl:1][C:2]1[N:3]=[C:4]([N:12]2[CH2:17][CH2:16][O:15][CH2:14][CH2:13]2)[C:5]2[S:10][C:9]([C:24]3[CH:23]=[CH:22][CH:21]=[C:20]([O:19][CH3:18])[CH:25]=3)=[CH:8][C:6]=2[N:7]=1, predict the reactants needed to synthesize it.